This data is from Forward reaction prediction with 1.9M reactions from USPTO patents (1976-2016). The task is: Predict the product of the given reaction. (1) Given the reactants [C:1]([O:5][C:6]([N:8]([C:53]([O:55][C:56]([CH3:59])([CH3:58])[CH3:57])=[O:54])[C:9]1[C:18]2[C:13](=[CH:14][C:15]([NH:19][CH:20]([C:42]3[CH:47]=[C:46]([CH3:48])[C:45]([CH2:49][CH2:50][OH:51])=[C:44]([CH3:52])[CH:43]=3)[C:21]([N:23]([CH2:34][C:35]([O:37][C:38]([CH3:41])([CH3:40])[CH3:39])=[O:36])[CH2:24][C:25]3[CH:30]=[CH:29][CH:28]=[C:27]([N+:31]([O-])=O)[CH:26]=3)=[O:22])=[CH:16][CH:17]=2)[CH:12]=[CH:11][N:10]=1)=[O:7])([CH3:4])([CH3:3])[CH3:2], predict the reaction product. The product is: [NH2:31][C:27]1[CH:26]=[C:25]([CH:30]=[CH:29][CH:28]=1)[CH2:24][N:23]([CH2:34][C:35]([O:37][C:38]([CH3:41])([CH3:40])[CH3:39])=[O:36])[C:21](=[O:22])[CH:20]([NH:19][C:15]1[CH:14]=[C:13]2[C:18](=[CH:17][CH:16]=1)[C:9]([N:8]([C:6]([O:5][C:1]([CH3:2])([CH3:3])[CH3:4])=[O:7])[C:53]([O:55][C:56]([CH3:59])([CH3:58])[CH3:57])=[O:54])=[N:10][CH:11]=[CH:12]2)[C:42]1[CH:47]=[C:46]([CH3:48])[C:45]([CH2:49][CH2:50][OH:51])=[C:44]([CH3:52])[CH:43]=1. (2) Given the reactants [C:1]([C:3]1[CH:8]=[CH:7][C:6]([C:9]2([NH:13]C(=O)OC(C)(C)C)[CH2:12][CH2:11][CH2:10]2)=[CH:5][CH:4]=1)#[CH:2].I[C:22]1[C:23]([O:28]C)=[N:24][CH:25]=[CH:26][CH:27]=1.O, predict the reaction product. The product is: [C:3]1([C:2]2[C:22]3[C:23](=[N:24][CH:25]=[CH:26][CH:27]=3)[O:28][C:1]=2[C:3]2[CH:4]=[CH:5][C:6]([C:9]3([NH2:13])[CH2:10][CH2:11][CH2:12]3)=[CH:7][CH:8]=2)[CH:8]=[CH:7][CH:6]=[CH:5][CH:4]=1. (3) Given the reactants [Cl:1][C:2]1[C:3]([NH:23][C:24]2[CH:28]=[C:27]([CH3:29])[NH:26][N:25]=2)=[N:4][C:5]([NH:8][C:9]2[CH:14]=[C:13]([CH3:15])[C:12]([CH:16]3[CH2:21][CH2:20][NH:19][CH2:18][CH2:17]3)=[CH:11][C:10]=2[F:22])=[N:6][CH:7]=1.[C:30]1(=O)[CH2:34][CH2:33][C:32](=[O:35])[CH2:31]1.C([BH3-])#N.[Na+].CCN(C(C)C)C(C)C, predict the reaction product. The product is: [Cl:1][C:2]1[C:3]([NH:23][C:24]2[CH:28]=[C:27]([CH3:29])[NH:26][N:25]=2)=[N:4][C:5]([NH:8][C:9]2[C:10]([F:22])=[CH:11][C:12]([CH:16]3[CH2:17][CH2:18][N:19]([C:30]4[CH2:34][CH2:33][C:32](=[O:35])[CH:31]=4)[CH2:20][CH2:21]3)=[C:13]([CH3:15])[CH:14]=2)=[N:6][CH:7]=1. (4) Given the reactants C1(P(C2CCCCC2)C2CCCCC2)CCCCC1.[F:20][C:21]1[CH:30]=[C:29](B2OC(C)(C)C(C)(C)O2)[CH:28]=[C:27]2[C:22]=1[N:23]=[CH:24][CH:25]=[N:26]2.[CH3:40][O:41][C:42](=[O:65])[C:43]1[CH:48]=[CH:47][CH:46]=[CH:45][C:44]=1[NH:49][C:50]1[N:54]([C:55]2[CH:60]=[CH:59][CH:58]=[C:57]([F:61])[C:56]=2[CH3:62])[N:53]=[C:52]([CH3:63])[C:51]=1Br.P([O-])([O-])([O-])=O.[K+].[K+].[K+], predict the reaction product. The product is: [CH3:40][O:41][C:42](=[O:65])[C:43]1[CH:48]=[CH:47][CH:46]=[CH:45][C:44]=1[NH:49][C:50]1[N:54]([C:55]2[CH:60]=[CH:59][CH:58]=[C:57]([F:61])[C:56]=2[CH3:62])[N:53]=[C:52]([CH3:63])[C:51]=1[C:29]1[CH:28]=[C:27]2[C:22](=[C:21]([F:20])[CH:30]=1)[N:23]=[CH:24][CH:25]=[N:26]2. (5) Given the reactants [CH3:1][C:2]1[CH:37]=[C:36]([CH3:38])[CH:35]=[CH:34][C:3]=1[O:4][C:5]1[C:6]([C:22]([NH:24]CC2C=CC(OC)=CC=2)=[O:23])=[C:7]([NH:13][C:14]2[CH:19]=[CH:18][C:17]([I:20])=[CH:16][C:15]=2[F:21])[N:8]([CH3:12])[C:9](=[O:11])[CH:10]=1.[Cl-].[Al+3].[Cl-].[Cl-].ClCCl, predict the reaction product. The product is: [CH3:1][C:2]1[CH:37]=[C:36]([CH3:38])[CH:35]=[CH:34][C:3]=1[O:4][C:5]1[C:6]([C:22]([NH2:24])=[O:23])=[C:7]([NH:13][C:14]2[CH:19]=[CH:18][C:17]([I:20])=[CH:16][C:15]=2[F:21])[N:8]([CH3:12])[C:9](=[O:11])[CH:10]=1. (6) Given the reactants [CH:1]([Mg]Cl)=[CH2:2].[CH3:5][CH:6]([CH3:15])[CH2:7][CH2:8][C:9]1[C:10](=[O:14])[CH2:11][CH2:12][CH:13]=1, predict the reaction product. The product is: [CH3:5][CH:6]([CH3:15])[CH2:7][CH2:8][CH:9]1[CH:13]([CH:1]=[CH2:2])[CH2:12][CH2:11][C:10]1=[O:14]. (7) Given the reactants [I-].[CH3:2][S+](C)C.[OH-].[K+].[Cl:8][C:9]1[CH:14]=[CH:13][CH:12]=[CH:11][C:10]=1[C:15]1[CH:24]=[C:23]([CH:25]2[CH2:30][CH2:29][C:28](=[O:31])[CH2:27][CH2:26]2)[CH:22]=[C:21]2[C:16]=1[CH2:17][N:18]([CH2:41][C:42]1[CH:47]=[CH:46][C:45]([O:48][CH3:49])=[CH:44][CH:43]=1)[C:19](=[O:40])[N:20]2[C:32]1[C:37]([Cl:38])=[CH:36][CH:35]=[CH:34][C:33]=1[Cl:39], predict the reaction product. The product is: [Cl:8][C:9]1[CH:14]=[CH:13][CH:12]=[CH:11][C:10]=1[C:15]1[CH:24]=[C:23]([CH:25]2[CH2:30][CH2:29][C:28]3([O:31][CH2:2]3)[CH2:27][CH2:26]2)[CH:22]=[C:21]2[C:16]=1[CH2:17][N:18]([CH2:41][C:42]1[CH:43]=[CH:44][C:45]([O:48][CH3:49])=[CH:46][CH:47]=1)[C:19](=[O:40])[N:20]2[C:32]1[C:37]([Cl:38])=[CH:36][CH:35]=[CH:34][C:33]=1[Cl:39]. (8) Given the reactants [CH:1]([C:4]1[O:8][C:7]([C@@H:9]2[NH:14][CH2:13][C@@H:12]([C:15]([O-:17])=O)[CH2:11][CH2:10]2)=[N:6][N:5]=1)([CH3:3])[CH3:2].[Na+].[NH2:19][CH2:20][CH2:21][NH:22][C:23]([C:25]1[C:26]([C:36]([F:39])([F:38])[F:37])=[N:27][N:28]([C:30]2[CH:35]=[CH:34][CH:33]=[CH:32][CH:31]=2)[CH:29]=1)=[O:24], predict the reaction product. The product is: [CH:1]([C:4]1[O:8][C:7]([C@@H:9]2[NH:14][CH2:13][C@@H:12]([C:15]([NH:19][CH2:20][CH2:21][NH:22][C:23]([C:25]3[C:26]([C:36]([F:38])([F:39])[F:37])=[N:27][N:28]([C:30]4[CH:35]=[CH:34][CH:33]=[CH:32][CH:31]=4)[CH:29]=3)=[O:24])=[O:17])[CH2:11][CH2:10]2)=[N:6][N:5]=1)([CH3:2])[CH3:3]. (9) The product is: [Br:28][C:2]1[CH:3]=[C:4]([N:8]2[CH2:13][CH2:12][N:11]([C:14]([C:16]3[N:17]([C:22]4[CH:27]=[CH:26][CH:25]=[CH:24][CH:23]=4)[N:18]=[C:19]([CH3:21])[CH:20]=3)=[O:15])[CH2:10][CH2:9]2)[CH:5]=[CH:6][CH:7]=1. Given the reactants Cl[C:2]1[CH:3]=[C:4]([N:8]2[CH2:13][CH2:12][N:11]([C:14]([C:16]3[N:17]([C:22]4[CH:27]=[CH:26][CH:25]=[CH:24][CH:23]=4)[N:18]=[C:19]([CH3:21])[CH:20]=3)=[O:15])[CH2:10][CH2:9]2)[CH:5]=[CH:6][CH:7]=1.[Br:28]C1C=C(N2CCNCC2)C=CC=1, predict the reaction product. (10) Given the reactants [CH3:1][C:2]1[C:6]2[C:7](=[O:19])[N:8]([CH2:11][CH2:12][N:13]3[CH2:18][CH2:17][O:16][CH2:15][CH2:14]3)[CH2:9][CH2:10][C:5]=2[NH:4][C:3]=1[CH:20]=O.[CH3:22][O:23][C:24]1[CH:25]=[C:26]2[C:30](=[CH:31][CH:32]=1)[NH:29][C:28](=[O:33])[CH2:27]2, predict the reaction product. The product is: [CH3:22][O:23][C:24]1[CH:25]=[C:26]2[C:30](=[CH:31][CH:32]=1)[NH:29][C:28](=[O:33])[C:27]2=[CH:20][C:3]1[NH:4][C:5]2[CH2:10][CH2:9][N:8]([CH2:11][CH2:12][N:13]3[CH2:14][CH2:15][O:16][CH2:17][CH2:18]3)[C:7](=[O:19])[C:6]=2[C:2]=1[CH3:1].